Dataset: NCI-60 drug combinations with 297,098 pairs across 59 cell lines. Task: Regression. Given two drug SMILES strings and cell line genomic features, predict the synergy score measuring deviation from expected non-interaction effect. (1) Drug 1: C1=NC2=C(N1)C(=S)N=C(N2)N. Drug 2: CNC(=O)C1=NC=CC(=C1)OC2=CC=C(C=C2)NC(=O)NC3=CC(=C(C=C3)Cl)C(F)(F)F. Cell line: DU-145. Synergy scores: CSS=47.7, Synergy_ZIP=0.426, Synergy_Bliss=0.149, Synergy_Loewe=1.49, Synergy_HSA=4.85. (2) Drug 1: CC1C(C(CC(O1)OC2CC(CC3=C2C(=C4C(=C3O)C(=O)C5=C(C4=O)C(=CC=C5)OC)O)(C(=O)C)O)N)O.Cl. Drug 2: C1=NC2=C(N=C(N=C2N1C3C(C(C(O3)CO)O)O)F)N. Cell line: SN12C. Synergy scores: CSS=18.1, Synergy_ZIP=-8.91, Synergy_Bliss=-4.33, Synergy_Loewe=-8.64, Synergy_HSA=-3.92.